Dataset: Forward reaction prediction with 1.9M reactions from USPTO patents (1976-2016). Task: Predict the product of the given reaction. (1) Given the reactants [CH3:1][C:2]([C:5]1[NH:27][C:8]2=[N:9][CH:10]=[CH:11][C:12]([C:13]3[CH:14]=[N:15][C:16]([S:19]([N:22]4[CH2:26][CH2:25][CH2:24][CH2:23]4)(=[O:21])=[O:20])=[CH:17][CH:18]=3)=[C:7]2[CH:6]=1)([CH3:4])[CH3:3].[S:28](=[O:32])(=[O:31])([OH:30])[OH:29], predict the reaction product. The product is: [S:28]([OH:32])([OH:31])(=[O:30])=[O:29].[CH3:4][C:2]([C:5]1[NH:27][C:8]2=[N:9][CH:10]=[CH:11][C:12]([C:13]3[CH:14]=[N:15][C:16]([S:19]([N:22]4[CH2:26][CH2:25][CH2:24][CH2:23]4)(=[O:20])=[O:21])=[CH:17][CH:18]=3)=[C:7]2[CH:6]=1)([CH3:1])[CH3:3]. (2) Given the reactants C(OC([N:8]1[CH2:14][CH2:13][CH2:12][N:11]([C:15]2[O:16][C:17]3[CH:23]=[CH:22][C:21]([Cl:24])=[CH:20][C:18]=3[N:19]=2)[CH2:10][CH2:9]1)=O)(C)(C)C.Cl, predict the reaction product. The product is: [Cl:24][C:21]1[CH:22]=[CH:23][C:17]2[O:16][C:15]([N:11]3[CH2:12][CH2:13][CH2:14][NH:8][CH2:9][CH2:10]3)=[N:19][C:18]=2[CH:20]=1. (3) Given the reactants [CH:1]1([N:5]([C:22]2[CH:27]=[CH:26][CH:25]=[C:24]([F:28])[CH:23]=2)[S:6]([C:9]2[CH:14]=[CH:13][C:12]([O:15][CH:16]3[CH2:21][CH2:20][NH:19][CH2:18][CH2:17]3)=[CH:11][CH:10]=2)(=[O:8])=[O:7])[CH2:4][CH2:3][CH2:2]1.CCN(C(C)C)C(C)C.[CH3:38][S:39](Cl)(=[O:41])=[O:40].O, predict the reaction product. The product is: [CH:1]1([N:5]([C:22]2[CH:27]=[CH:26][CH:25]=[C:24]([F:28])[CH:23]=2)[S:6]([C:9]2[CH:14]=[CH:13][C:12]([O:15][CH:16]3[CH2:17][CH2:18][N:19]([S:39]([CH3:38])(=[O:41])=[O:40])[CH2:20][CH2:21]3)=[CH:11][CH:10]=2)(=[O:8])=[O:7])[CH2:4][CH2:3][CH2:2]1. (4) Given the reactants [C:1]([NH:9][C:10]([NH:12][C:13]1[C:18]([O:19][CH3:20])=[CH:17][N:16]=[C:15]([CH:21]2[CH2:26][CH2:25][O:24][CH2:23][CH2:22]2)[C:14]=1I)=[S:11])(=[O:8])[C:2]1[CH:7]=[CH:6][CH:5]=[CH:4][CH:3]=1.N1C2C(=CC=C3C=2N=CC=C3)C=CC=1.C(=O)([O-])[O-].[Cs+].[Cs+], predict the reaction product. The product is: [CH3:20][O:19][C:18]1[C:13]2[N:12]=[C:10]([NH:9][C:1](=[O:8])[C:2]3[CH:7]=[CH:6][CH:5]=[CH:4][CH:3]=3)[S:11][C:14]=2[C:15]([CH:21]2[CH2:26][CH2:25][O:24][CH2:23][CH2:22]2)=[N:16][CH:17]=1. (5) Given the reactants [Cl:1][C:2]1[CH:7]=[CH:6][CH:5]=[C:4]([Cl:8])[C:3]=1[N:9]1[C:13]([CH2:14][O:15][C:16]2[CH:21]=[CH:20][C:19]([CH:22](O)[CH3:23])=[C:18]([CH3:25])[CH:17]=2)=[C:12]([CH:26]([CH3:28])[CH3:27])[N:11]=[N:10]1.[CH3:29][O:30][C:31](=[O:39])[C:32]1[CH:37]=[CH:36][CH:35]=[C:34]([SH:38])[CH:33]=1.CCCCP(CCCC)CCCC, predict the reaction product. The product is: [CH3:29][O:30][C:31](=[O:39])[C:32]1[CH:37]=[CH:36][CH:35]=[C:34]([S:38][CH:22]([C:19]2[CH:20]=[CH:21][C:16]([O:15][CH2:14][C:13]3[N:9]([C:3]4[C:2]([Cl:1])=[CH:7][CH:6]=[CH:5][C:4]=4[Cl:8])[N:10]=[N:11][C:12]=3[CH:26]([CH3:27])[CH3:28])=[CH:17][C:18]=2[CH3:25])[CH3:23])[CH:33]=1.